This data is from Forward reaction prediction with 1.9M reactions from USPTO patents (1976-2016). The task is: Predict the product of the given reaction. (1) Given the reactants [C:1]([O:5][C:6]([N:8]1[CH2:13][CH2:12][CH:11]([N:14]2[C:18]3[CH:19]=[CH:20][CH:21]=[CH:22][C:17]=3[N:16]=[C:15]2[C@@H:23]([NH:25]C(OCC2C=CC=CC=2)=O)[CH3:24])[CH2:10][CH2:9]1)=[O:7])([CH3:4])([CH3:3])[CH3:2], predict the reaction product. The product is: [C:1]([O:5][C:6]([N:8]1[CH2:13][CH2:12][CH:11]([N:14]2[C:18]3[CH:19]=[CH:20][CH:21]=[CH:22][C:17]=3[N:16]=[C:15]2[C@@H:23]([NH2:25])[CH3:24])[CH2:10][CH2:9]1)=[O:7])([CH3:4])([CH3:2])[CH3:3]. (2) Given the reactants [C:1]([C:3]1[C:12]([N+:13]([O-])=O)=[CH:11][C:6]([C:7]([O:9][CH3:10])=[O:8])=[C:5]([F:16])[CH:4]=1)#[N:2], predict the reaction product. The product is: [NH2:13][C:12]1[C:3]([C:1]#[N:2])=[CH:4][C:5]([F:16])=[C:6]([CH:11]=1)[C:7]([O:9][CH3:10])=[O:8].